Task: Predict the reactants needed to synthesize the given product.. Dataset: Full USPTO retrosynthesis dataset with 1.9M reactions from patents (1976-2016) The reactants are: [Cl:1][C:2]1[CH:3]=[C:4]([C:9](=[O:26])[CH2:10][C:11]([C:17]2[CH:22]=[C:21]([Br:23])[C:20]([F:24])=[C:19]([Br:25])[CH:18]=2)(O)[C:12]([F:15])([F:14])[F:13])[CH:5]=[CH:6][C:7]=1[CH3:8].S(Cl)(Cl)=O.N1C=CC=CC=1.O. Given the product [Cl:1][C:2]1[CH:3]=[C:4]([C:9](=[O:26])[CH:10]=[C:11]([C:17]2[CH:22]=[C:21]([Br:23])[C:20]([F:24])=[C:19]([Br:25])[CH:18]=2)[C:12]([F:15])([F:14])[F:13])[CH:5]=[CH:6][C:7]=1[CH3:8], predict the reactants needed to synthesize it.